This data is from Peptide-MHC class II binding affinity with 134,281 pairs from IEDB. The task is: Regression. Given a peptide amino acid sequence and an MHC pseudo amino acid sequence, predict their binding affinity value. This is MHC class II binding data. (1) The peptide sequence is VVAPQLPADLMIRII. The MHC is DRB5_0101 with pseudo-sequence DRB5_0101. The binding affinity (normalized) is 0.227. (2) The peptide sequence is NSQDHGWDLNAASAY. The MHC is DRB5_0101 with pseudo-sequence DRB5_0101. The binding affinity (normalized) is 0.0538.